Dataset: Reaction yield outcomes from USPTO patents with 853,638 reactions. Task: Predict the reaction yield, written as a fraction of the theoretical maximum amount of product (1.0 means a 100% yield; for example, 0.34 means a 34% yield). (1) The reactants are [OH2:1].[N+:2]([C:5]1[CH:13]=[C:12]2[C:8]([CH:9]=[N:10][N:11]2[C:14]([C:27]2[CH:32]=[CH:31][CH:30]=[CH:29][CH:28]=2)([C:21]2[CH:26]=[CH:25][CH:24]=[CH:23][CH:22]=2)[C:15]2[CH:20]=[CH:19][CH:18]=[CH:17][CH:16]=2)=[CH:7][C:6]=1[CH2:33][CH2:34][OH:35])([O-:4])=[O:3]. The catalyst is CC#N. The product is [N+:2]([C:5]1[CH:13]=[C:12]2[C:8]([CH:9]=[N:10][N:11]2[C:14]([C:15]2[CH:16]=[CH:17][CH:18]=[CH:19][CH:20]=2)([C:21]2[CH:26]=[CH:25][CH:24]=[CH:23][CH:22]=2)[C:27]2[CH:28]=[CH:29][CH:30]=[CH:31][CH:32]=2)=[CH:7][C:6]=1[CH2:33][C:34]([OH:1])=[O:35])([O-:4])=[O:3]. The yield is 0.800. (2) The reactants are C(O[CH:5]([CH2:12][CH3:13])[CH:6]([N+]([O-])=O)[CH2:7][CH3:8])(=O)C.[N+:14]([CH2:16][C:17]([O:19][CH2:20][CH3:21])=[O:18])#[C-:15].C1CCN2C(=NCCC2)CC1.Cl. The catalyst is C1COCC1. The product is [CH2:12]([C:5]1[C:6]([CH2:7][CH3:8])=[CH:15][NH:14][C:16]=1[C:17]([O:19][CH2:20][CH3:21])=[O:18])[CH3:13]. The yield is 0.940. (3) The reactants are CO[C:3](=[O:12])[C:4]1[CH:9]=[CH:8][CH:7]=[CH:6][C:5]=1[CH2:10]Br.[Cl:13][C:14]1[CH:15]=[C:16]([CH2:20][CH2:21][CH2:22][NH2:23])[CH:17]=[CH:18][CH:19]=1.C([O-])([O-])=O.[K+].[K+].C(OCC)(=O)C. The catalyst is C1(C)C=CC=CC=1.CCCCCC. The product is [Cl:13][C:14]1[CH:15]=[C:16]([CH2:20][CH2:21][CH2:22][N:23]2[CH2:10][C:5]3[C:4](=[CH:9][CH:8]=[CH:7][CH:6]=3)[C:3]2=[O:12])[CH:17]=[CH:18][CH:19]=1. The yield is 0.710. (4) The reactants are Cl.[NH2:2][CH:3]1[CH2:7][CH2:6][N:5]([C:8]([C:10]2[N:11]=[C:12]3[C:17]([C:18]([F:21])([F:20])[F:19])=[CH:16][C:15]([C:22]4[CH:26]=[CH:25][O:24][CH:23]=4)=[CH:14][N:13]3[C:27]=2[Cl:28])=[O:9])[CH2:4]1.C(N(CC)C(C)C)(C)C.[CH3:38][S:39](Cl)(=[O:41])=[O:40]. The catalyst is CN(C=O)C.CCOC(C)=O. The product is [Cl:28][C:27]1[N:13]2[CH:14]=[C:15]([C:22]3[CH:26]=[CH:25][O:24][CH:23]=3)[CH:16]=[C:17]([C:18]([F:20])([F:21])[F:19])[C:12]2=[N:11][C:10]=1[C:8]([N:5]1[CH2:6][CH2:7][CH:3]([NH:2][S:39]([CH3:38])(=[O:41])=[O:40])[CH2:4]1)=[O:9]. The yield is 0.740. (5) The yield is 0.470. The product is [CH2:10]([O:9][C:7]([NH:8][CH:3]([OH:4])[C:2]([OH:6])=[O:5])=[O:17])[C:11]1[CH:16]=[CH:15][CH:14]=[CH:13][CH:12]=1. The catalyst is CCOCC. The reactants are O.[C:2]([OH:6])(=[O:5])[CH:3]=[O:4].[C:7](=[O:17])([O:9][CH2:10][C:11]1[CH:16]=[CH:15][CH:14]=[CH:13][CH:12]=1)[NH2:8]. (6) The reactants are [C:1]([O:5][C:6]([N:8]1[CH2:13][CH2:12][C:11]2[NH:14][N:15]=[C:16]([C:17]3[CH:22]=[CH:21][C:20]([Cl:23])=[C:19]([CH3:24])[CH:18]=3)[C:10]=2[CH2:9]1)=[O:7])([CH3:4])([CH3:3])[CH3:2].[CH2:25]([CH:27]1[O:29][CH2:28]1)Cl.C(=O)([O-])[O-].[Cs+].[Cs+]. The catalyst is CN(C=O)C.CCOC(C)=O. The product is [C:1]([O:5][C:6]([N:8]1[CH2:13][CH2:12][C:11]2[N:14]([CH2:25][CH:27]3[CH2:28][O:29]3)[N:15]=[C:16]([C:17]3[CH:22]=[CH:21][C:20]([Cl:23])=[C:19]([CH3:24])[CH:18]=3)[C:10]=2[CH2:9]1)=[O:7])([CH3:4])([CH3:3])[CH3:2]. The yield is 0.570. (7) The reactants are [F:1][C:2]1[CH:3]=[CH:4][C:5]([O:13][CH3:14])=[C:6]([CH2:8][CH2:9][CH2:10][CH:11]=O)[CH:7]=1.OS(O)(=O)=O.C[C:21](C)=[O:22]. No catalyst specified. The product is [F:1][C:2]1[CH:3]=[CH:4][C:5]([O:13][CH3:14])=[C:6]([CH2:8][CH2:9][CH2:10][CH2:11][CH:21]=[O:22])[CH:7]=1. The yield is 0.500.